From a dataset of Reaction yield outcomes from USPTO patents with 853,638 reactions. Predict the reaction yield, written as a fraction of the theoretical maximum amount of product (1.0 means a 100% yield; for example, 0.34 means a 34% yield). The reactants are C[O:2][C:3](=[O:32])[CH:4]([C:6]1[CH:11]=[CH:10][C:9]([O:12][CH2:13][CH2:14][C@@H:15]([O:17][C:18]2[CH:23]=[CH:22][C:21]([CH2:24][CH3:25])=[CH:20][C:19]=2[C:26]2[NH:27][CH:28]=[CH:29][CH:30]=2)[CH3:16])=[CH:8][C:7]=1[CH3:31])[CH3:5]. The catalyst is CO. The product is [CH2:24]([C:21]1[CH:22]=[CH:23][C:18]([O:17][C@@H:15]([CH3:16])[CH2:14][CH2:13][O:12][C:9]2[CH:10]=[CH:11][C:6]([CH:4]([CH3:5])[C:3]([OH:32])=[O:2])=[C:7]([CH3:31])[CH:8]=2)=[C:19]([C:26]2[NH:27][CH:28]=[CH:29][CH:30]=2)[CH:20]=1)[CH3:25]. The yield is 1.00.